Dataset: Forward reaction prediction with 1.9M reactions from USPTO patents (1976-2016). Task: Predict the product of the given reaction. (1) Given the reactants NO.Cl.CC(O)=O.[OH-].[Na+].C[N:11](C)[C:12](=[N:14][C:15]([C:17]1[C:18]([CH2:38][CH3:39])=[N:19][N:20]2[C:25](=[O:26])[CH:24]=[C:23]([C:27]3[CH:28]=[C:29]4[C:33](=[CH:34][CH:35]=3)[N:32]([CH2:36][CH3:37])[N:31]=[CH:30]4)[NH:22][C:21]=12)=[O:16])[CH3:13], predict the reaction product. The product is: [CH2:38]([C:18]1[C:17]([C:15]2[O:16][N:11]=[C:12]([CH3:13])[N:14]=2)=[C:21]2[NH:22][C:23]([C:27]3[CH:28]=[C:29]4[C:33](=[CH:34][CH:35]=3)[N:32]([CH2:36][CH3:37])[N:31]=[CH:30]4)=[CH:24][C:25](=[O:26])[N:20]2[N:19]=1)[CH3:39]. (2) Given the reactants Cl.[N:2]1([C:7]2[N:12]=[C:11]([C:13]3[S:17][C:16]([NH:18]C(=O)C)=[N:15][C:14]=3[CH3:22])[CH:10]=[CH:9][CH:8]=2)[CH:6]=[CH:5][N:4]=[CH:3]1, predict the reaction product. The product is: [N:2]1([C:7]2[N:12]=[C:11]([C:13]3[S:17][C:16]([NH2:18])=[N:15][C:14]=3[CH3:22])[CH:10]=[CH:9][CH:8]=2)[CH:6]=[CH:5][N:4]=[CH:3]1. (3) The product is: [OH:8][C:9]1[C:18]2[C:13](=[C:14]([CH:23]=[O:24])[CH:15]=[C:16]([CH:19]([CH2:21][CH3:22])[CH3:20])[CH:17]=2)[N:12]=[C:11]([CH3:25])[C:10]=1[CH3:26]. Given the reactants C([O:8][C:9]1[C:18]2[C:13](=[C:14]([CH:23]=[O:24])[CH:15]=[C:16]([CH:19]([CH2:21][CH3:22])[CH3:20])[CH:17]=2)[N:12]=[C:11]([CH3:25])[C:10]=1[CH3:26])C1C=CC=CC=1.C(=O)([O-])O.[Na+], predict the reaction product. (4) Given the reactants C([CH2:3][O:4][C:5](=[O:17])[CH2:6][CH2:7][CH2:8][CH:9]=[CH:10][C:11]1[CH:16]=[CH:15][CH:14]=[CH:13][N:12]=1)#N.C(N(CC)CC)C, predict the reaction product. The product is: [N:12]1[CH:13]=[CH:14][CH:15]=[CH:16][C:11]=1[CH:10]=[CH:9][CH2:8][CH2:7][CH2:6][C:5]([O:4][CH3:3])=[O:17]. (5) Given the reactants [N+:1]([C:4]1[CH:9]=[CH:8][CH:7]=[CH:6][C:5]=1[NH:10][C@@H:11]([CH2:15][C:16]1[S:17][CH:18]=[CH:19][CH:20]=1)[C:12]([OH:14])=[O:13])([O-:3])=[O:2].[C:21](=O)([O-])[O-].[K+].[K+].CI, predict the reaction product. The product is: [N+:1]([C:4]1[CH:9]=[CH:8][CH:7]=[CH:6][C:5]=1[NH:10][C@@H:11]([CH2:15][C:16]1[S:17][CH:18]=[CH:19][CH:20]=1)[C:12]([O:14][CH3:21])=[O:13])([O-:3])=[O:2]. (6) Given the reactants [CH3:1][O:2][C:3]1[CH:4]=[C:5]([C:9]2[C:17]3[O:16][CH:15]([CH2:18]OS(C4C=CC(C)=CC=4)(=O)=O)[CH2:14][C:13]=3[CH:12]=[C:11]([C:30]3[CH:35]=[CH:34][CH:33]=[CH:32][CH:31]=3)[CH:10]=2)[CH:6]=[CH:7][CH:8]=1.[CH3:36][NH2:37], predict the reaction product. The product is: [CH3:1][O:2][C:3]1[CH:4]=[C:5]([C:9]2[C:17]3[O:16][CH:15]([CH2:18][NH:37][CH3:36])[CH2:14][C:13]=3[CH:12]=[C:11]([C:30]3[CH:35]=[CH:34][CH:33]=[CH:32][CH:31]=3)[CH:10]=2)[CH:6]=[CH:7][CH:8]=1. (7) Given the reactants [CH3:1][N:2]1[N:6]=[N:5][C:4]([NH2:7])=[N:3]1.Cl[C:9]1[CH:14]=[CH:13][C:12]([Br:15])=[CH:11][N:10]=1.CC([O-])(C)C.[K+].O, predict the reaction product. The product is: [Br:15][C:12]1[CH:13]=[CH:14][C:9]([NH:7][C:4]2[N:5]=[N:6][N:2]([CH3:1])[N:3]=2)=[N:10][CH:11]=1. (8) Given the reactants [CH3:1][O:2][C:3](=[O:12])[C:4]1[CH:9]=[C:8]([Br:10])[CH:7]=[CH:6][C:5]=1[CH3:11].[Br:13]N1C(=O)CCC1=O.[O-]S([O-])(=S)=O.[Na+].[Na+], predict the reaction product. The product is: [CH3:1][O:2][C:3](=[O:12])[C:4]1[CH:9]=[C:8]([Br:10])[CH:7]=[CH:6][C:5]=1[CH2:11][Br:13]. (9) Given the reactants [CH:1]1([O:7][C:8](=[O:19])[C:9]([CH3:18])([CH3:17])[C:10]([O:12]C(C)(C)C)=[O:11])[CH2:6][CH2:5][CH2:4][CH2:3][CH2:2]1.ClCCl.C(O)(C(F)(F)F)=O, predict the reaction product. The product is: [CH:1]1([O:7][C:8](=[O:19])[C:9]([CH3:17])([CH3:18])[C:10]([OH:12])=[O:11])[CH2:2][CH2:3][CH2:4][CH2:5][CH2:6]1. (10) Given the reactants [CH3:1][C:2]([CH3:39])([CH3:38])[CH2:3][CH2:4][C@:5]1([CH3:37])[C:14]2[C:9](=[CH:10][CH:11]=[CH:12][CH:13]=2)[C:8]([OH:15])=[C:7]([C:16]2[NH:21][C:20]3[CH:22]=[CH:23][C:24]([NH:26]C(=O)OC(C)(C)C)=[CH:25][C:19]=3[S:18](=[O:35])(=[O:34])[N:17]=2)[C:6]1=[O:36].Cl.O1CCOCC1, predict the reaction product. The product is: [NH2:26][C:24]1[CH:23]=[CH:22][C:20]2[NH:21][C:16]([C:7]3[C:6](=[O:36])[C@@:5]([CH2:4][CH2:3][C:2]([CH3:1])([CH3:38])[CH3:39])([CH3:37])[C:14]4[C:9]([C:8]=3[OH:15])=[CH:10][CH:11]=[CH:12][CH:13]=4)=[N:17][S:18](=[O:35])(=[O:34])[C:19]=2[CH:25]=1.